From a dataset of Full USPTO retrosynthesis dataset with 1.9M reactions from patents (1976-2016). Predict the reactants needed to synthesize the given product. Given the product [C:1]([O:5][C:6]([N:8]1[C@@H:16]2[C@@H:11]([CH2:12][CH2:13][CH2:14][CH2:15]2)[CH2:10][C@H:9]1[C:17](=[O:19])[NH:47][CH2:46][CH2:45][C:44]#[N:43])=[O:7])([CH3:2])([CH3:3])[CH3:4], predict the reactants needed to synthesize it. The reactants are: [C:1]([O:5][C:6]([N:8]1[C@@H:16]2[C@@H:11]([CH2:12][CH2:13][CH2:14][CH2:15]2)[CH2:10][C@H:9]1[C:17]([OH:19])=O)=[O:7])([CH3:4])([CH3:3])[CH3:2].C(N(CC)CC)C.ClC(OCC(C)C)=O.C(O)(=O)/C=C/C(O)=O.[NH2:43][CH2:44][CH2:45][C:46]#[N:47].